From a dataset of Reaction yield outcomes from USPTO patents with 853,638 reactions. Predict the reaction yield, written as a fraction of the theoretical maximum amount of product (1.0 means a 100% yield; for example, 0.34 means a 34% yield). The reactants are [CH3:1][O:2][C:3](=[O:14])[CH2:4][NH:5][CH2:6][CH2:7][N:8]1[CH2:13][CH2:12][O:11][CH2:10][CH2:9]1.C(N(CC)CC)C.Br.[Br:23][C:24]1[CH:25]=[C:26]([CH2:31]Br)[C:27]([NH2:30])=[N:28][CH:29]=1. The catalyst is CN(C=O)C.O. The product is [CH3:1][O:2][C:3](=[O:14])[CH2:4][N:5]([CH2:31][C:26]1[C:27]([NH2:30])=[N:28][CH:29]=[C:24]([Br:23])[CH:25]=1)[CH2:6][CH2:7][N:8]1[CH2:13][CH2:12][O:11][CH2:10][CH2:9]1. The yield is 0.600.